This data is from Drug-target binding data from BindingDB using Ki measurements. The task is: Regression. Given a target protein amino acid sequence and a drug SMILES string, predict the binding affinity score between them. We predict pKi (pKi = -log10(Ki in M); higher means stronger inhibition). Dataset: bindingdb_ki. (1) The compound is Nc1ncnc2c1nc(Br)n2C1OC(CO)C(O)C1O. The target protein sequence is MEPLLLLSLALFSDAMVMDEKVKSGVELDTASAICNYDAHYKDHTKYWCRGYFRDSCNIIAFTPNSSNRVALKDTGDQLIITVSCLVKEDTGWYWCGIQRDFARDDMDFTKLIVTDNREDRANGLSPGTSGNRTRSCKTSKAVQKAEGSRMSILIVCVLISGLGIIFLISHMSRGRRSQRNRGVTGKSINRNPQASQAPSMVSIPLTVLPKVPRQNGQQKALQWTGNATKTG. The pKi is 7.5. (2) The pKi is 5.6. The drug is c1ccc2c(c1)OCC(C1=NCCN1)O2. The target protein (O02824) has sequence MVFLSGNASDSSNCTHPPAPVNISKAILLGVILGGLILFGVLGNILVILSVACHRHLHSVTHYYIVNLAVADLLLTSTVLPFSAIFEILGYWAFGRVFCNIWAAVDVLCCTASIISLCVISIDRYIGVSYPLRYPTIVTQRRGLRALLCVWAFSLVISVGPLFGWRQPAPDDETICQINEEPGYVLFSALGSFYVPLTIILAMYCRVYVVAKRESRGLKSGLKTDKSDSEQVTLRIHRKNAPAGGSGVASAKNKTHFSVRLLKFSREKKAAKTLGIVVGCFVLCWLPFFLVMPIGSFFPDFKPPETVFKIVFWLGYLNSCINPIIYPCSSQEFKKAFQNVLKIQCLRRKQSSKHALGYTLHAPSQALEGQHKDMVRIPVGSGETFYKISKTDGVCEWKFFSSMPRGSARITVPKDQSACTTARVRSKSFLQVCCCVGPSTPNPGENHQVPTIKIHTISLSENGEEV. (3) The small molecule is OCC1OC(n2cnc3c(NC4CCCC4)nc(Cl)nc32)C(O)C1O. The target protein (P58825) has sequence VHRCLGVLRPLHSLRWGRARYARRVAAVVWVLVLACQAPVLYFVTTSVRGTRITCHDTSARELFSHFVAYSSVMLSLLFAVPFSVILVCYVLMARRLLKPAYGTTGGLPRAKRKSVRTIALVLAVFTLCFLPFHVTRTLYYSFRSLDLSCHTLNAINMAYKITRPL. The pKi is 9.3.